Dataset: Peptide-MHC class I binding affinity with 185,985 pairs from IEDB/IMGT. Task: Regression. Given a peptide amino acid sequence and an MHC pseudo amino acid sequence, predict their binding affinity value. This is MHC class I binding data. The peptide sequence is RRLAARGLL. The MHC is Mamu-B03 with pseudo-sequence Mamu-B03. The binding affinity (normalized) is 0.561.